Dataset: Full USPTO retrosynthesis dataset with 1.9M reactions from patents (1976-2016). Task: Predict the reactants needed to synthesize the given product. (1) The reactants are: [CH2:1]([C:3]1[CH:4]=[C:5]2[C:10](=[C:11]([CH3:13])[CH:12]=1)[O:9][CH:8]([C:14]([F:17])([F:16])[F:15])[C:7]([C:18]([O:20]CC)=[O:19])=[CH:6]2)[CH3:2].[OH-].[Na+]. Given the product [CH2:1]([C:3]1[CH:4]=[C:5]2[C:10](=[C:11]([CH3:13])[CH:12]=1)[O:9][CH:8]([C:14]([F:15])([F:16])[F:17])[C:7]([C:18]([OH:20])=[O:19])=[CH:6]2)[CH3:2], predict the reactants needed to synthesize it. (2) Given the product [OH:19][CH:20]([CH:3]1[CH2:4][CH2:5][C:6]2([CH2:7][CH2:8][N:9]([C:12]([O:14][C:15]([CH3:18])([CH3:17])[CH3:16])=[O:13])[CH2:10][CH2:11]2)[C:2]1=[O:1])[CH3:21], predict the reactants needed to synthesize it. The reactants are: [O:1]=[C:2]1[C:6]2([CH2:11][CH2:10][N:9]([C:12]([O:14][C:15]([CH3:18])([CH3:17])[CH3:16])=[O:13])[CH2:8][CH2:7]2)[CH2:5][CH2:4][CH2:3]1.[O:19]1CC[CH2:21][CH2:20]1.C([N-]C(C)C)(C)C.[Li+].C(=O)C.[Cl-].[NH4+]. (3) Given the product [C:3]([O:5][C@H:6]([O:10][C:11]([NH:40][CH2:41][CH2:42][CH2:43][S:44]([OH:46])=[O:45])=[O:13])[CH:7]([CH3:8])[CH3:9])(=[O:4])[CH:2]([CH3:1])[CH3:39], predict the reactants needed to synthesize it. The reactants are: [CH3:1][CH:2]([CH3:39])[C:3]([O:5][C@H:6]([O:10][C:11]([O:13]N1C(=O)[C@@H](OC(=O)C2C=CC=CC=2)[C@H](OC(=O)C2C=CC=CC=2)C1=O)=O)[CH:7]([CH3:9])[CH3:8])=[O:4].[NH2:40][CH2:41][CH2:42][CH2:43][S:44]([OH:46])=[O:45].C1COCC1. (4) Given the product [F:10][C:11]1[CH:12]=[C:13]([C:2]2[C:3]([NH2:9])=[N:4][CH:5]=[C:6]([CH3:8])[CH:7]=2)[CH:14]=[CH:15][C:16]=1[F:17], predict the reactants needed to synthesize it. The reactants are: Br[C:2]1[C:3]([NH2:9])=[N:4][CH:5]=[C:6]([CH3:8])[CH:7]=1.[F:10][C:11]1[CH:12]=[C:13](B(O)O)[CH:14]=[CH:15][C:16]=1[F:17]. (5) Given the product [NH2:32][C:28]1[CH:27]=[C:26]([N:18]([C:11]2([C:14]([O:16][CH3:17])=[O:15])[CH2:12][CH2:13][N:8]([C:6]([O:5][C:1]([CH3:2])([CH3:3])[CH3:4])=[O:7])[CH2:9][CH2:10]2)[C:19]([C:21]2[O:22][CH:23]=[CH:24][CH:25]=2)=[O:20])[CH:31]=[CH:30][CH:29]=1, predict the reactants needed to synthesize it. The reactants are: [C:1]([O:5][C:6]([N:8]1[CH2:13][CH2:12][C:11]([N:18]([C:26]2[CH:31]=[CH:30][CH:29]=[C:28]([NH:32]C(C3C=CC=CC=3)(C3C=CC=CC=3)C3C=CC=CC=3)[CH:27]=2)[C:19]([C:21]2[O:22][CH:23]=[CH:24][CH:25]=2)=[O:20])([C:14]([O:16][CH3:17])=[O:15])[CH2:10][CH2:9]1)=[O:7])([CH3:4])([CH3:3])[CH3:2].FC(F)(F)C(O)=O.ClCCl. (6) Given the product [F:1][C:2]1[C:37]([F:38])=[CH:36][CH:35]=[CH:34][C:3]=1[CH2:4][S:5][C:6]1[N:11]=[C:10]([NH:12][S:13]([N:16]2[CH2:21][CH2:20][NH:19][CH2:18][CH2:17]2)(=[O:15])=[O:14])[CH:9]=[C:8]([O:29][CH2:30][CH2:31][CH2:32][OH:33])[N:7]=1, predict the reactants needed to synthesize it. The reactants are: [F:1][C:2]1[C:37]([F:38])=[CH:36][CH:35]=[CH:34][C:3]=1[CH2:4][S:5][C:6]1[N:11]=[C:10]([NH:12][S:13]([N:16]2[CH2:21][CH2:20][N:19](C(OCCCC)=O)[CH2:18][CH2:17]2)(=[O:15])=[O:14])[CH:9]=[C:8]([O:29][CH2:30][CH2:31][CH2:32][OH:33])[N:7]=1.C(O)(C(F)(F)F)=O. (7) Given the product [CH2:1]([C:8]1[S:12][C:11]([NH:13][C:27](=[O:28])[C:26]2[CH:30]=[C:31]([O:33][CH3:34])[CH:32]=[C:24]([O:23][CH3:22])[CH:25]=2)=[N:10][C:9]=1[C:14]1[CH:15]=[CH:16][C:17]([O:20][CH3:21])=[CH:18][CH:19]=1)[C:2]1[CH:3]=[CH:4][CH:5]=[CH:6][CH:7]=1, predict the reactants needed to synthesize it. The reactants are: [CH2:1]([C:8]1[S:12][C:11]([NH2:13])=[N:10][C:9]=1[C:14]1[CH:19]=[CH:18][C:17]([O:20][CH3:21])=[CH:16][CH:15]=1)[C:2]1[CH:7]=[CH:6][CH:5]=[CH:4][CH:3]=1.[CH3:22][O:23][C:24]1[CH:25]=[C:26]([CH:30]=[C:31]([O:33][CH3:34])[CH:32]=1)[C:27](Cl)=[O:28]. (8) The reactants are: [NH:1]1[C:9]2[C:4](=[CH:5][CH:6]=[CH:7][C:8]=2[NH:10][S:11]([CH3:14])(=[O:13])=[O:12])[CH:3]=[CH:2]1.[C:15](=O)([O-])[O-].[K+].[K+].IC. Given the product [NH:1]1[C:9]2[C:4](=[CH:5][CH:6]=[CH:7][C:8]=2[N:10]([CH3:15])[S:11]([CH3:14])(=[O:12])=[O:13])[CH:3]=[CH:2]1, predict the reactants needed to synthesize it. (9) Given the product [CH2:1]([O:8][C:9]([N:11]([CH2:32][C:33]([N:35]1[CH2:39][C@@H:38]([F:40])[CH2:37][C@H:36]1[C:41]#[N:42])=[O:34])[C:12]12[CH2:13][CH2:14][C:15]([C:20]([NH:50][CH2:43][CH2:44][CH2:45][CH2:46][CH2:47][CH2:48][CH3:49])=[O:22])([CH2:16][CH2:17]1)[CH2:18][CH2:19]2)=[O:10])[C:2]1[CH:3]=[CH:4][CH:5]=[CH:6][CH:7]=1, predict the reactants needed to synthesize it. The reactants are: [CH2:1]([O:8][C:9]([N:11]([CH2:32][C:33]([N:35]1[CH2:39][C@@H:38]([F:40])[CH2:37][C@H:36]1[C:41]#[N:42])=[O:34])[C:12]12[CH2:19][CH2:18][C:15]([C:20]([O:22]N3C4C=CC=CC=4N=N3)=O)([CH2:16][CH2:17]1)[CH2:14][CH2:13]2)=[O:10])[C:2]1[CH:7]=[CH:6][CH:5]=[CH:4][CH:3]=1.[CH2:43]([NH2:50])[CH2:44][CH2:45][CH2:46][CH2:47][CH2:48][CH3:49]. (10) Given the product [I:19][C:7]1[CH:6]=[CH:5][N:4]=[C:3]([O:2][CH3:1])[C:8]=1[CH:25]=[O:24], predict the reactants needed to synthesize it. The reactants are: [CH3:1][O:2][C:3]1[CH:8]=[CH:7][CH:6]=[CH:5][N:4]=1.[Li]C(C)(C)C.[Li]CCCC.[I:19]I.C1[CH2:25][O:24]CC1.